Dataset: TCR-epitope binding with 47,182 pairs between 192 epitopes and 23,139 TCRs. Task: Binary Classification. Given a T-cell receptor sequence (or CDR3 region) and an epitope sequence, predict whether binding occurs between them. (1) Result: 1 (the TCR binds to the epitope). The epitope is LEPLVDLPI. The TCR CDR3 sequence is CASSRPGLASTGELFF. (2) The epitope is KLSYGIATV. The TCR CDR3 sequence is CASGDRQNSPLHF. Result: 0 (the TCR does not bind to the epitope). (3) The epitope is KLPDDFTGCV. The TCR CDR3 sequence is CASSHMNWGGLSDTQYF. Result: 1 (the TCR binds to the epitope). (4) The epitope is KLPDDFTGCV. The TCR CDR3 sequence is CASSLGDYLYNEQFF. Result: 1 (the TCR binds to the epitope). (5) The epitope is IPIQASLPF. The TCR CDR3 sequence is CASSLALAGGRVEQYF. Result: 1 (the TCR binds to the epitope). (6) The epitope is KMKDLSPRW. The TCR CDR3 sequence is CASSFSPGDPYGYTF. Result: 0 (the TCR does not bind to the epitope). (7) The epitope is NEGVKAAW. The TCR CDR3 sequence is CASSFFGNSYEQYF. Result: 1 (the TCR binds to the epitope).